The task is: Predict the product of the given reaction.. This data is from Forward reaction prediction with 1.9M reactions from USPTO patents (1976-2016). (1) Given the reactants C(OC([N:8]1[CH2:13][CH2:12][CH2:11][C@H:10]([C:14]2[O:18][N:17]=[C:16]([C:19]3[NH:20][CH:21]=[CH:22][CH:23]=3)[N:15]=2)[CH2:9]1)=O)(C)(C)C.[ClH:24], predict the reaction product. The product is: [ClH:24].[NH:20]1[CH:21]=[CH:22][CH:23]=[C:19]1[C:16]1[N:15]=[C:14]([C@H:10]2[CH2:11][CH2:12][CH2:13][NH:8][CH2:9]2)[O:18][N:17]=1. (2) Given the reactants [Cl:1][C:2]1[CH:19]=[CH:18][CH:17]=[CH:16][C:3]=1[C:4]([C:6](=[CH:12][N:13](C)C)[C:7]([O:9][CH2:10][CH3:11])=[O:8])=O.O.[NH2:21]N, predict the reaction product. The product is: [Cl:1][C:2]1[CH:19]=[CH:18][CH:17]=[CH:16][C:3]=1[C:4]1[C:6]([C:7]([O:9][CH2:10][CH3:11])=[O:8])=[CH:12][NH:13][N:21]=1.